Predict which catalyst facilitates the given reaction. From a dataset of Catalyst prediction with 721,799 reactions and 888 catalyst types from USPTO. Reactant: [O:1]=[C:2]1[CH2:7][O:6][CH2:5][CH2:4][NH:3]1.[H-].[Na+].Br[CH2:11][C:12]([O:14][CH2:15][CH3:16])=[O:13]. Product: [CH2:15]([O:14][C:12](=[O:13])[CH2:11][N:3]1[CH2:4][CH2:5][O:6][CH2:7][C:2]1=[O:1])[CH3:16]. The catalyst class is: 3.